From a dataset of Retrosynthesis with 50K atom-mapped reactions and 10 reaction types from USPTO. Predict the reactants needed to synthesize the given product. (1) Given the product COC(=O)C(=O)N[C@@H](Cc1cccc2ccccc12)C(=O)NCCC[C@@H](CO)N(CC(C)C)S(=O)(=O)c1ccc(N)cc1, predict the reactants needed to synthesize it. The reactants are: CC(C)CN([C@H](CO)CCCNC(=O)[C@@H](N)Cc1cccc2ccccc12)S(=O)(=O)c1ccc(N)cc1.COC(=O)C(=O)Cl. (2) Given the product COCCn1c(N2CCCN(C(=O)OC(C)(C)C)CC2)nc2ccccc21, predict the reactants needed to synthesize it. The reactants are: CC(C)(C)OC(=O)N1CCCN(c2nc3ccccc3[nH]2)CC1.COCCCl. (3) The reactants are: CCOC(=O)C(CC(C)=O)C(=O)c1ccccc1.CS(=O)(=O)c1cccc(N)c1. Given the product CCOC(=O)c1cc(C)n(-c2cccc(S(C)(=O)=O)c2)c1-c1ccccc1, predict the reactants needed to synthesize it. (4) Given the product COc1ccc(N(Cc2ccc(O)cc2)S(=O)(=O)c2c(C)cc(C)cc2C)cc1, predict the reactants needed to synthesize it. The reactants are: COc1ccc(N(Cc2ccc(OC3CCCCO3)cc2)S(=O)(=O)c2c(C)cc(C)cc2C)cc1. (5) Given the product Cc1cc2nc3c(=O)[nH]c(=O)nc-3n(CCN3CCC[C@H]3C(=O)O)c2cc1C, predict the reactants needed to synthesize it. The reactants are: Cc1cc2nc3c(=O)[nH]c(=O)nc-3n(CC=O)c2cc1C.O=C(O)[C@@H]1CCCN1.